The task is: Predict which catalyst facilitates the given reaction.. This data is from Catalyst prediction with 721,799 reactions and 888 catalyst types from USPTO. (1) Reactant: [CH3:1][N:2]1[C:6]2[CH:7]=[CH:8][C:9]([C:11](OC)=[O:12])=[CH:10][C:5]=2[N:4]=[CH:3]1.[H-].[H-].[H-].[H-].[Li+].[Al+3].[OH-].[Na+]. The catalyst class is: 1. Product: [OH:12][CH2:11][C:9]1[CH:8]=[CH:7][C:6]2[N:2]([CH3:1])[CH:3]=[N:4][C:5]=2[CH:10]=1. (2) Reactant: [Br:1][C:2]1[CH:3]=[C:4]([NH:9][CH2:10][CH3:11])[C:5]([CH3:8])=[N:6][CH:7]=1.[C:12](O[C:12]([O:14][C:15]([CH3:18])([CH3:17])[CH3:16])=[O:13])([O:14][C:15]([CH3:18])([CH3:17])[CH3:16])=[O:13]. Product: [C:15]([O:14][C:12](=[O:13])[N:9]([C:4]1[C:5]([CH3:8])=[N:6][CH:7]=[C:2]([Br:1])[CH:3]=1)[CH2:10][CH3:11])([CH3:18])([CH3:17])[CH3:16]. The catalyst class is: 49. (3) Reactant: [N+:1]([C:4]1[C:8]2[CH:9]=[CH:10][CH:11]=[CH:12][C:7]=2[S:6][C:5]=1[S:13]([O-:16])(=[O:15])=[O:14])([O-:3])=[O:2].C(=O)([O-])[O-].[Ag+2:21].CCCCCC.C(OCC)(=O)C. Product: [N+:1]([C:4]1[C:8]2[CH:9]=[CH:10][CH:11]=[CH:12][C:7]=2[S:6][C:5]=1[S:13]([O-:16])(=[O:14])=[O:15])([O-:3])=[O:2].[Ag+:21]. The catalyst class is: 47. (4) Reactant: [CH3:1][O:2][C:3](=[O:28])[C:4]([C:6]1[C:11]([CH3:12])=[CH:10][N:9]2[N:13]=[C:14]([C:16]([O:18][CH3:19])=[O:17])[CH:15]=[C:8]2[C:7]=1OS(C(F)(F)F)(=O)=O)=[O:5].CC[N:31]([CH:35]([CH3:37])C)[CH:32]([CH3:34])C.[C:38]1(O)[CH:43]=[CH:42][CH:41]=[CH:40][CH:39]=1. Product: [CH2:43]([C:42]1([CH3:41])[CH2:34][CH2:32][N:31]([C:7]2[C:8]3[N:9]([N:13]=[C:14]([C:16]([O:18][CH3:19])=[O:17])[CH:15]=3)[CH:10]=[C:11]([CH3:12])[C:6]=2[C:4](=[O:5])[C:3]([O:2][CH3:1])=[O:28])[CH2:35][CH2:37]1)[CH2:38][CH:39]=[CH2:40]. The catalyst class is: 37.